Dataset: NCI-60 drug combinations with 297,098 pairs across 59 cell lines. Task: Regression. Given two drug SMILES strings and cell line genomic features, predict the synergy score measuring deviation from expected non-interaction effect. (1) Drug 1: CC12CCC3C(C1CCC2=O)CC(=C)C4=CC(=O)C=CC34C. Drug 2: C1=NNC2=C1C(=O)NC=N2. Cell line: A498. Synergy scores: CSS=43.0, Synergy_ZIP=5.05, Synergy_Bliss=7.96, Synergy_Loewe=1.05, Synergy_HSA=7.53. (2) Drug 1: C1=CC(=CC=C1CCC2=CNC3=C2C(=O)NC(=N3)N)C(=O)NC(CCC(=O)O)C(=O)O. Drug 2: C1=CC(=C2C(=C1NCCNCCO)C(=O)C3=C(C=CC(=C3C2=O)O)O)NCCNCCO. Cell line: HS 578T. Synergy scores: CSS=38.9, Synergy_ZIP=5.56, Synergy_Bliss=6.62, Synergy_Loewe=3.30, Synergy_HSA=11.4. (3) Drug 1: CC12CCC3C(C1CCC2=O)CC(=C)C4=CC(=O)C=CC34C. Drug 2: C1CN(CCN1C(=O)CCBr)C(=O)CCBr. Cell line: NCI-H460. Synergy scores: CSS=47.9, Synergy_ZIP=0.198, Synergy_Bliss=0.624, Synergy_Loewe=-3.76, Synergy_HSA=2.43. (4) Drug 1: C1CCC(C1)C(CC#N)N2C=C(C=N2)C3=C4C=CNC4=NC=N3. Drug 2: C1=NNC2=C1C(=O)NC=N2. Cell line: OVCAR-8. Synergy scores: CSS=3.29, Synergy_ZIP=0.950, Synergy_Bliss=3.93, Synergy_Loewe=1.79, Synergy_HSA=1.97. (5) Drug 1: C1CCC(CC1)NC(=O)N(CCCl)N=O. Drug 2: CC12CCC3C(C1CCC2OP(=O)(O)O)CCC4=C3C=CC(=C4)OC(=O)N(CCCl)CCCl.[Na+]. Cell line: SK-MEL-28. Synergy scores: CSS=2.19, Synergy_ZIP=-5.47, Synergy_Bliss=-8.37, Synergy_Loewe=-9.97, Synergy_HSA=-8.51. (6) Drug 1: COC1=CC(=CC(=C1O)OC)C2C3C(COC3=O)C(C4=CC5=C(C=C24)OCO5)OC6C(C(C7C(O6)COC(O7)C8=CC=CS8)O)O. Drug 2: C1=CC=C(C(=C1)C(C2=CC=C(C=C2)Cl)C(Cl)Cl)Cl. Cell line: BT-549. Synergy scores: CSS=39.1, Synergy_ZIP=7.92, Synergy_Bliss=8.30, Synergy_Loewe=-21.0, Synergy_HSA=8.52.